Dataset: Reaction yield outcomes from USPTO patents with 853,638 reactions. Task: Predict the reaction yield, written as a fraction of the theoretical maximum amount of product (1.0 means a 100% yield; for example, 0.34 means a 34% yield). The reactants are [OH:1][P:2]([O:5][P:6]([O:9][P:10]([O:13][P:14]([OH:17])([OH:16])=[O:15])([OH:12])=[O:11])([OH:8])=[O:7])(=[O:4])[OH:3].[Si]([O:25][C@@H:26]1[C@@H:30]([CH2:31][OH:32])[O:29][C@@H:28]([N:33]2[CH:40]=[CH:39][C:37](=[O:38])[NH:36][C:34]2=[O:35])[C@@H:27]1[OH:41])(C(C)(C)C)(C)C.[F-].C([N+](CCCC)(CCCC)CCCC)CCC.C1COCC1.CC(O)=O.[SiH3]O[SiH3]. The catalyst is CC#N. The product is [OH:17][P:14]([O:13][P:10]([O:9][P:6]([O:5][P:2]([OH:4])([OH:3])=[O:1])([OH:8])=[O:7])([OH:12])=[O:11])(=[O:15])[OH:16].[C@@H:28]1([N:33]2[CH:40]=[CH:39][C:37](=[O:38])[NH:36][C:34]2=[O:35])[O:29][C@H:30]([CH2:31][OH:32])[C@@H:26]([OH:25])[C@H:27]1[OH:41]. The yield is 0.940.